This data is from Forward reaction prediction with 1.9M reactions from USPTO patents (1976-2016). The task is: Predict the product of the given reaction. (1) Given the reactants [CH2:1]([O:3][C:4]1[C:8]([CH3:9])=[C:7]([NH2:10])[N:6]([C:11]2[CH:16]=[CH:15][CH:14]=[CH:13][CH:12]=2)[N:5]=1)[CH3:2].[OH-].[Na+].Cl[C:20]([O:22][C:23]1[CH:28]=[CH:27][CH:26]=[CH:25][CH:24]=1)=[O:21], predict the reaction product. The product is: [CH2:1]([O:3][C:4]1[C:8]([CH3:9])=[C:7]([NH:10][C:20](=[O:21])[O:22][C:23]2[CH:28]=[CH:27][CH:26]=[CH:25][CH:24]=2)[N:6]([C:11]2[CH:16]=[CH:15][CH:14]=[CH:13][CH:12]=2)[N:5]=1)[CH3:2]. (2) Given the reactants [CH2:1]([O:8][C:9]1[CH:14]=[CH:13][N:12]([C:15]2[CH:16]=[CH:17][C:18]3[C:19]4[CH2:28][NH:27][CH2:26][CH2:25][C:20]=4[N:21]([CH3:24])[C:22]=3[CH:23]=2)[C:11](=[O:29])[CH:10]=1)[C:2]1[CH:7]=[CH:6][CH:5]=[CH:4][CH:3]=1.Cl[CH2:31][C:32](Cl)=[O:33].C[CH2:36][N:37](CC)[CH2:38]C.N(C)C.C([O-])([O-])=O.[K+].[K+], predict the reaction product. The product is: [CH2:1]([O:8][C:9]1[CH:14]=[CH:13][N:12]([C:15]2[CH:16]=[CH:17][C:18]3[C:19]4[CH2:28][N:27]([C:32](=[O:33])[CH2:31][N:37]([CH3:38])[CH3:36])[CH2:26][CH2:25][C:20]=4[N:21]([CH3:24])[C:22]=3[CH:23]=2)[C:11](=[O:29])[CH:10]=1)[C:2]1[CH:3]=[CH:4][CH:5]=[CH:6][CH:7]=1. (3) Given the reactants [NH2:1][C@H:2]1[CH2:10][O:9][CH2:8][C@H:7]([O:11][C:12]([CH3:16])([CH3:15])[CH2:13][CH3:14])[C@@H:6]([O:17][CH2:18][CH:19]([CH3:21])[CH3:20])[C@H:5]([CH3:22])[O:4][C:3]1=[O:23].[OH:24][C:25]1[C:26]([C:33](O)=[O:34])=[N:27][CH:28]=[CH:29][C:30]=1[O:31][CH3:32].CN1CCOCC1.CN(C(ON1N=NC2C=CC=NC1=2)=[N+](C)C)C.F[P-](F)(F)(F)(F)F, predict the reaction product. The product is: [OH:24][C:25]1[C:26]([C:33]([NH:1][C@H:2]2[CH2:10][O:9][CH2:8][C@H:7]([O:11][C:12]([CH2:13][CH3:14])([CH3:15])[CH3:16])[C@@H:6]([O:17][CH2:18][CH:19]([CH3:21])[CH3:20])[C@H:5]([CH3:22])[O:4][C:3]2=[O:23])=[O:34])=[N:27][CH:28]=[CH:29][C:30]=1[O:31][CH3:32].